Dataset: Forward reaction prediction with 1.9M reactions from USPTO patents (1976-2016). Task: Predict the product of the given reaction. (1) Given the reactants CO[CH:3](OC)[CH2:4][CH:5](OC)OC.Cl.[C:13]([NH:17][NH2:18])([CH3:16])([CH3:15])[CH3:14].Cl, predict the reaction product. The product is: [C:13]([N:17]1[CH:5]=[CH:4][CH:3]=[N:18]1)([CH3:16])([CH3:15])[CH3:14]. (2) Given the reactants [CH2:1]([O:8][C:9]1[CH:10]=[C:11]2[C:16](=[CH:17][CH:18]=1)[C:15](=[O:19])[CH2:14][CH2:13][CH2:12]2)[C:2]1[CH:7]=[CH:6][CH:5]=[CH:4][CH:3]=1.[Br:20]Br, predict the reaction product. The product is: [CH2:1]([O:8][C:9]1[CH:10]=[C:11]2[C:16]([CH:15]=[C:14]([Br:20])[CH2:13][CH2:12]2)=[CH:17][CH:18]=1)[C:2]1[CH:7]=[CH:6][CH:5]=[CH:4][CH:3]=1.[CH2:1]([O:8][C:9]1[CH:10]=[C:11]2[C:16](=[CH:17][CH:18]=1)[CH:15]([OH:19])[CH:14]([Br:20])[CH2:13][CH2:12]2)[C:2]1[CH:3]=[CH:4][CH:5]=[CH:6][CH:7]=1. (3) Given the reactants Cl[C:2]1[C:11]2[C:6](=[CH:7][CH:8]=[CH:9][CH:10]=2)[CH:5]=[C:4]([NH:12][C:13]2[CH:17]=[C:16]([CH3:18])[NH:15][N:14]=2)[N:3]=1.[CH3:19][CH:20]([OH:22])[CH3:21], predict the reaction product. The product is: [CH:20]([O:22][C:2]1[C:11]2[C:6](=[CH:7][CH:8]=[CH:9][CH:10]=2)[CH:5]=[C:4]([NH:12][C:13]2[CH:17]=[C:16]([CH3:18])[NH:15][N:14]=2)[N:3]=1)([CH3:21])[CH3:19]. (4) Given the reactants Cl[CH2:2][C:3]1[CH:4]=[CH:5][C:6]2[S:11][C:10]3[N:12]=[CH:13][CH:14]=[N:15][C:9]=3[N:8]([CH2:16][O:17][CH3:18])[C:7]=2[CH:19]=1.[CH3:20][NH2:21], predict the reaction product. The product is: [CH3:20][NH:21][CH2:2][C:3]1[CH:4]=[CH:5][C:6]2[S:11][C:10]3[N:12]=[CH:13][CH:14]=[N:15][C:9]=3[N:8]([CH2:16][O:17][CH3:18])[C:7]=2[CH:19]=1. (5) Given the reactants S(Cl)(Cl)=O.[C:5]([O:8][CH2:9][C:10]([CH3:40])([CH3:39])[CH2:11][N:12]1[C:18]2[CH:19]=[CH:20][C:21]([Cl:23])=[CH:22][C:17]=2[C@@H:16]([C:24]2[CH:29]=[CH:28][CH:27]=[C:26]([O:30][CH3:31])[C:25]=2[O:32][CH3:33])[O:15][C@H:14]([CH2:34][C:35](O)=[O:36])[C:13]1=[O:38])(=[O:7])[CH3:6].Cl.[NH2:42][C:43]1[CH:58]=[CH:57][C:46]([C:47]([O:49][CH2:50][C:51]2[CH:56]=[CH:55][CH:54]=[CH:53][CH:52]=2)=[O:48])=[CH:45][C:44]=1[CH3:59].C(N(CC)CC)C, predict the reaction product. The product is: [C:5]([O:8][CH2:9][C:10]([CH3:40])([CH3:39])[CH2:11][N:12]1[C:18]2[CH:19]=[CH:20][C:21]([Cl:23])=[CH:22][C:17]=2[C@@H:16]([C:24]2[CH:29]=[CH:28][CH:27]=[C:26]([O:30][CH3:31])[C:25]=2[O:32][CH3:33])[O:15][C@H:14]([CH2:34][C:35]([NH:42][C:43]2[CH:58]=[CH:57][C:46]([C:47]([O:49][CH2:50][C:51]3[CH:56]=[CH:55][CH:54]=[CH:53][CH:52]=3)=[O:48])=[CH:45][C:44]=2[CH3:59])=[O:36])[C:13]1=[O:38])(=[O:7])[CH3:6]. (6) Given the reactants [OH:1][C:2]([CH3:21])([CH3:20])[CH2:3][N:4]1[C:8]([CH3:9])=[C:7]([C:10](O)=[O:11])[C:6](=[O:13])[N:5]1[C:14]1[CH:19]=[CH:18][CH:17]=[CH:16][CH:15]=1.C(N(C(C)C)CC)(C)C.CN([C:34]([O:38]N1N=NC2C=CC=NC1=2)=[N+](C)C)C.F[P-](F)(F)(F)(F)F.[F:55][C:56]1[CH:57]=[C:58]([NH2:75])[CH:59]=[CH:60][C:61]=1[O:62][C:63]1[C:72]2[C:67](=[CH:68][C:69]([O:73][CH3:74])=[CH:70][CH:71]=2)[N:66]=[CH:65][CH:64]=1, predict the reaction product. The product is: [CH3:34][O:38][C:70]1[CH:71]=[C:72]2[C:67](=[CH:68][C:69]=1[O:73][CH3:74])[N:66]=[CH:65][CH:64]=[C:63]2[O:62][C:61]1[CH:60]=[CH:59][C:58]([NH:75][C:10]([C:7]2[C:6](=[O:13])[N:5]([C:14]3[CH:15]=[CH:16][CH:17]=[CH:18][CH:19]=3)[N:4]([CH2:3][C:2]([OH:1])([CH3:21])[CH3:20])[C:8]=2[CH3:9])=[O:11])=[CH:57][C:56]=1[F:55].